From a dataset of Forward reaction prediction with 1.9M reactions from USPTO patents (1976-2016). Predict the product of the given reaction. (1) Given the reactants [O:1]=[C:2]1[CH2:22][CH2:21][C:5]2([CH2:10][CH2:9][N:8]([C:11]([O:13][CH2:14][C:15]3[CH:20]=[CH:19][CH:18]=[CH:17][CH:16]=3)=[O:12])[CH2:7][CH2:6]2)[CH:4]=[CH:3]1, predict the reaction product. The product is: [OH:1][CH:2]1[CH2:3][CH2:4][C:5]2([CH2:10][CH2:9][N:8]([C:11]([O:13][CH2:14][C:15]3[CH:16]=[CH:17][CH:18]=[CH:19][CH:20]=3)=[O:12])[CH2:7][CH2:6]2)[CH2:21][CH2:22]1. (2) The product is: [CH3:33][CH2:32][N:34]([CH2:35][CH2:36][NH:37][C:19]([C:15]1[C:14]([CH3:31])=[C:13](/[CH:12]=[C:5]2/[C:4]3[CH:3]=[C:2]([F:1])[CH:10]=[CH:9][C:8]=3[NH:7][C:6]/2=[O:11])[NH:17][C:16]=1[CH3:18])=[O:20])[CH2:38][CH3:39]. Given the reactants [F:1][C:2]1[CH:3]=[C:4]2[C:8](=[CH:9][CH:10]=1)[NH:7][C:6](=[O:11])/[C:5]/2=[CH:12]\[C:13]1[NH:17][C:16]([CH3:18])=[C:15]([C:19](ON2C3=NC=CC=C3N=N2)=[O:20])[C:14]=1[CH3:31].[CH2:32]([N:34]([CH2:38][CH3:39])[CH2:35][CH2:36][NH2:37])[CH3:33], predict the reaction product. (3) Given the reactants [CH2:1]([S:8][C:9]1[CH:18]=[C:17]2[C:12]([C:13](I)=[C:14]([CH3:19])[N:15]=[CH:16]2)=[CH:11][CH:10]=1)[C:2]1[CH:7]=[CH:6][CH:5]=[CH:4][CH:3]=1.[Cl:21][C:22]1[CH:27]=[C:26](B(O)O)[C:25]([O:31][CH3:32])=[CH:24][C:23]=1[C:33]1[CH:38]=[CH:37][CH:36]=[C:35]([F:39])[CH:34]=1.C(=O)([O-])[O-].[K+].[K+], predict the reaction product. The product is: [CH2:1]([S:8][C:9]1[CH:18]=[C:17]2[C:12]([C:13]([C:26]3[C:25]([O:31][CH3:32])=[CH:24][C:23]([C:33]4[CH:38]=[CH:37][CH:36]=[C:35]([F:39])[CH:34]=4)=[C:22]([Cl:21])[CH:27]=3)=[C:14]([CH3:19])[N:15]=[CH:16]2)=[CH:11][CH:10]=1)[C:2]1[CH:7]=[CH:6][CH:5]=[CH:4][CH:3]=1.